This data is from NCI-60 drug combinations with 297,098 pairs across 59 cell lines. The task is: Regression. Given two drug SMILES strings and cell line genomic features, predict the synergy score measuring deviation from expected non-interaction effect. (1) Drug 1: CN1CCC(CC1)COC2=C(C=C3C(=C2)N=CN=C3NC4=C(C=C(C=C4)Br)F)OC. Drug 2: CCC1(CC2CC(C3=C(CCN(C2)C1)C4=CC=CC=C4N3)(C5=C(C=C6C(=C5)C78CCN9C7C(C=CC9)(C(C(C8N6C)(C(=O)OC)O)OC(=O)C)CC)OC)C(=O)OC)O.OS(=O)(=O)O. Cell line: NCI-H322M. Synergy scores: CSS=40.0, Synergy_ZIP=-3.73, Synergy_Bliss=1.28, Synergy_Loewe=2.55, Synergy_HSA=3.11. (2) Drug 1: C1=CC(=CC=C1CCCC(=O)O)N(CCCl)CCCl. Drug 2: C1CN1P(=S)(N2CC2)N3CC3. Cell line: DU-145. Synergy scores: CSS=59.9, Synergy_ZIP=-14.3, Synergy_Bliss=-7.88, Synergy_Loewe=-9.78, Synergy_HSA=-4.72. (3) Drug 1: CC1=C(C(=CC=C1)Cl)NC(=O)C2=CN=C(S2)NC3=CC(=NC(=N3)C)N4CCN(CC4)CCO. Drug 2: C1CN(P(=O)(OC1)NCCCl)CCCl. Cell line: OVCAR3. Synergy scores: CSS=15.9, Synergy_ZIP=1.44, Synergy_Bliss=4.14, Synergy_Loewe=-4.97, Synergy_HSA=3.64. (4) Drug 1: CC1=C(C(=O)C2=C(C1=O)N3CC4C(C3(C2COC(=O)N)OC)N4)N. Drug 2: CC1C(C(CC(O1)OC2CC(CC3=C2C(=C4C(=C3O)C(=O)C5=C(C4=O)C(=CC=C5)OC)O)(C(=O)CO)O)N)O.Cl. Cell line: HCT116. Synergy scores: CSS=39.9, Synergy_ZIP=-0.638, Synergy_Bliss=-0.419, Synergy_Loewe=-8.27, Synergy_HSA=1.66. (5) Drug 1: CN(CCCl)CCCl.Cl. Drug 2: CN(C(=O)NC(C=O)C(C(C(CO)O)O)O)N=O. Cell line: UACC62. Synergy scores: CSS=11.7, Synergy_ZIP=-5.61, Synergy_Bliss=-3.45, Synergy_Loewe=-6.27, Synergy_HSA=-2.52. (6) Drug 1: CC1=C(C(CCC1)(C)C)C=CC(=CC=CC(=CC(=O)O)C)C. Drug 2: CCCCC(=O)OCC(=O)C1(CC(C2=C(C1)C(=C3C(=C2O)C(=O)C4=C(C3=O)C=CC=C4OC)O)OC5CC(C(C(O5)C)O)NC(=O)C(F)(F)F)O. Cell line: CCRF-CEM. Synergy scores: CSS=39.6, Synergy_ZIP=6.47, Synergy_Bliss=7.51, Synergy_Loewe=-9.09, Synergy_HSA=9.39. (7) Drug 1: CCC1(CC2CC(C3=C(CCN(C2)C1)C4=CC=CC=C4N3)(C5=C(C=C6C(=C5)C78CCN9C7C(C=CC9)(C(C(C8N6C)(C(=O)OC)O)OC(=O)C)CC)OC)C(=O)OC)O.OS(=O)(=O)O. Drug 2: CCCCCOC(=O)NC1=NC(=O)N(C=C1F)C2C(C(C(O2)C)O)O. Cell line: HCC-2998. Synergy scores: CSS=-0.609, Synergy_ZIP=-0.00469, Synergy_Bliss=-0.513, Synergy_Loewe=-48.1, Synergy_HSA=-5.39. (8) Drug 1: C1CCC(C1)C(CC#N)N2C=C(C=N2)C3=C4C=CNC4=NC=N3. Drug 2: CC1=C(C(CCC1)(C)C)C=CC(=CC=CC(=CC(=O)O)C)C. Cell line: SF-539. Synergy scores: CSS=13.9, Synergy_ZIP=-4.44, Synergy_Bliss=-2.85, Synergy_Loewe=-1.02, Synergy_HSA=0.145. (9) Drug 1: CCC1(CC2CC(C3=C(CCN(C2)C1)C4=CC=CC=C4N3)(C5=C(C=C6C(=C5)C78CCN9C7C(C=CC9)(C(C(C8N6C=O)(C(=O)OC)O)OC(=O)C)CC)OC)C(=O)OC)O.OS(=O)(=O)O. Drug 2: COC1=NC(=NC2=C1N=CN2C3C(C(C(O3)CO)O)O)N. Cell line: NCI/ADR-RES. Synergy scores: CSS=2.15, Synergy_ZIP=1.24, Synergy_Bliss=2.29, Synergy_Loewe=-0.0470, Synergy_HSA=-0.968.